Dataset: Forward reaction prediction with 1.9M reactions from USPTO patents (1976-2016). Task: Predict the product of the given reaction. (1) Given the reactants [NH2:1][C:2]1[CH:7]=[N:6][C:5](Br)=[CH:4][N:3]=1.C(N(CC)C(C)C)(C)C.[Cl-].[Li+].C([Sn](CCCC)(CCCC)[C:25]1[O:26][CH:27]=[CH:28][CH:29]=1)CCC.[F-].[K+], predict the reaction product. The product is: [O:26]1[CH:27]=[CH:28][CH:29]=[C:25]1[C:5]1[N:6]=[CH:7][C:2]([NH2:1])=[N:3][CH:4]=1. (2) Given the reactants C(O[C:6]([NH:8][CH2:9][CH2:10][O:11][C:12]1[CH:17]=[CH:16][C:15]([CH2:18][CH:19]([O:25][C:26]2[CH:31]=[CH:30][C:29]([CH:32]([CH3:34])[CH3:33])=[CH:28][CH:27]=2)[C:20]([O:22][CH2:23][CH3:24])=[O:21])=[CH:14][CH:13]=1)=[O:7])(C)(C)C.[C:35]1([C:44]2[CH:49]=[CH:48][CH:47]=[CH:46][CH:45]=2)[CH:40]=[CH:39][C:38](C(O)=O)=[CH:37][CH:36]=1.C(P(=O)(OCC)OCC)#N, predict the reaction product. The product is: [C:35]1([C:44]2[CH:45]=[CH:46][CH:47]=[CH:48][CH:49]=2)[CH:40]=[CH:39][C:38]([C:6]([NH:8][CH2:9][CH2:10][O:11][C:12]2[CH:17]=[CH:16][C:15]([CH2:18][CH:19]([O:25][C:26]3[CH:31]=[CH:30][C:29]([CH:32]([CH3:33])[CH3:34])=[CH:28][CH:27]=3)[C:20]([O:22][CH2:23][CH3:24])=[O:21])=[CH:14][CH:13]=2)=[O:7])=[CH:37][CH:36]=1. (3) Given the reactants N1C(Cl)=NC(Cl)=NC=1Cl.[OH2:10].[CH:11]1[C:16](N)=[CH:15][CH:14]=[C:13](N)[CH:12]=1.[CH3:19][C:20]([CH3:22])=[O:21], predict the reaction product. The product is: [CH:13]1[C:22]2[C:20](=[O:21])[C:19]3[C:16](=[CH:15][CH:14]=[CH:13][CH:12]=3)[C:11](=[O:10])[C:15]=2[CH:16]=[CH:11][CH:12]=1.